Dataset: Forward reaction prediction with 1.9M reactions from USPTO patents (1976-2016). Task: Predict the product of the given reaction. (1) Given the reactants [CH3:1][O:2][C:3]1[CH:8]=[CH:7][C:6]([NH:9][NH:10]C(OC(C)(C)C)=O)=[CH:5][CH:4]=1.[Cl:18][C:19]1[C:24]([C:25]([N:27]=[C:28]=[O:29])=O)=[C:23]([F:30])[C:22]([CH2:31][NH:32][C:33](=[O:38])[C:34]([CH3:37])([CH3:36])[CH3:35])=[CH:21][CH:20]=1.C(O)(C(F)(F)F)=O, predict the reaction product. The product is: [Cl:18][C:19]1[CH:20]=[CH:21][C:22]([CH2:31][NH:32][C:33](=[O:38])[C:34]([CH3:37])([CH3:36])[CH3:35])=[C:23]([F:30])[C:24]=1[C:25]1[NH:27][C:28](=[O:29])[N:9]([C:6]2[CH:7]=[CH:8][C:3]([O:2][CH3:1])=[CH:4][CH:5]=2)[N:10]=1. (2) Given the reactants [NH2:1][C:2]1[CH:7]=[CH:6][CH:5]=[CH:4][C:3]=1[CH2:8][OH:9].[Br:10][C:11]1[CH:12]=[C:13]([CH:16]=[CH:17][CH:18]=1)[CH:14]=O, predict the reaction product. The product is: [Br:10][C:11]1[CH:12]=[C:13]([CH:14]2[NH:1][C:2]3[CH:7]=[CH:6][CH:5]=[CH:4][C:3]=3[CH2:8][O:9]2)[CH:16]=[CH:17][CH:18]=1.